Dataset: Reaction yield outcomes from USPTO patents with 853,638 reactions. Task: Predict the reaction yield, written as a fraction of the theoretical maximum amount of product (1.0 means a 100% yield; for example, 0.34 means a 34% yield). The reactants are [N:1]1([C:6]2[CH:11]=[CH:10][C:9](/[CH:12]=[CH:13]/[C:14]([C:20]3[CH:25]=[C:24]([Cl:26])[CH:23]=[C:22]([Cl:27])[CH:21]=3)([OH:19])[C:15]([F:18])([F:17])[F:16])=[CH:8][CH:7]=2)[CH:5]=[N:4][CH:3]=[N:2]1.[H-].[Na+].[CH3:30]I. The catalyst is C1COCC1. The product is [Cl:27][C:22]1[CH:21]=[C:20]([C:14]([O:19][CH3:30])([C:15]([F:18])([F:17])[F:16])/[CH:13]=[CH:12]/[C:9]2[CH:10]=[CH:11][C:6]([N:1]3[CH:5]=[N:4][CH:3]=[N:2]3)=[CH:7][CH:8]=2)[CH:25]=[C:24]([Cl:26])[CH:23]=1. The yield is 0.350.